This data is from Reaction yield outcomes from USPTO patents with 853,638 reactions. The task is: Predict the reaction yield, written as a fraction of the theoretical maximum amount of product (1.0 means a 100% yield; for example, 0.34 means a 34% yield). (1) The reactants are [C:1]12([C:7]3[CH:12]=[CH:11][C:10]([N:13]4[CH2:17][C@H:16]([CH2:18][NH:19][C:20](=[O:22])[CH3:21])[O:15][C:14]4=[O:23])=[CH:9][CH:8]=3)[CH2:6][CH:5]1[CH2:4][NH:3][CH2:2]2.C(N(CC)CC)C.[C:31](Cl)(=[O:33])[CH3:32]. The catalyst is C(Cl)Cl.O. The product is [C:31]([N:3]1[CH2:4][CH:5]2[C:1]([C:7]3[CH:8]=[CH:9][C:10]([N:13]4[CH2:17][C@H:16]([CH2:18][NH:19][C:20](=[O:22])[CH3:21])[O:15][C:14]4=[O:23])=[CH:11][CH:12]=3)([CH2:6]2)[CH2:2]1)(=[O:33])[CH3:32]. The yield is 0.510. (2) The reactants are C(N(CC)CC)C.[F:8][C:9]([F:20])([F:19])[C:10]1[CH:18]=[CH:17][C:13]([C:14](Cl)=[O:15])=[CH:12][CH:11]=1.[CH:21]([OH:24])([CH3:23])[CH3:22]. No catalyst specified. The product is [CH:21]([O:24][C:14](=[O:15])[C:13]1[CH:17]=[CH:18][C:10]([C:9]([F:8])([F:19])[F:20])=[CH:11][CH:12]=1)([CH3:23])[CH3:22]. The yield is 0.860. (3) The reactants are [F:1][C:2]([F:21])([F:20])[C:3]1[CH:8]=[CH:7][CH:6]=[CH:5][C:4]=1[C:9]1[C:14]2[CH2:15][CH:16]([CH2:18][NH2:19])[O:17][C:13]=2[CH:12]=[CH:11][CH:10]=1.C(N(C(C)C)CC)(C)C.Cl[C:32]([O:34][CH2:35][C:36]1[CH:41]=[CH:40][CH:39]=[CH:38][CH:37]=1)=[O:33].C1(C2C3OC(CNC(=O)OCC4C=CC=CC=4)CC=3C=CC=2)CCCC1. No catalyst specified. The product is [CH2:35]([O:34][C:32](=[O:33])[NH:19][CH2:18][CH:16]1[CH2:15][C:14]2[C:9]([C:4]3[CH:5]=[CH:6][CH:7]=[CH:8][C:3]=3[C:2]([F:20])([F:1])[F:21])=[CH:10][CH:11]=[CH:12][C:13]=2[O:17]1)[C:36]1[CH:41]=[CH:40][CH:39]=[CH:38][CH:37]=1. The yield is 0.910.